From a dataset of Full USPTO retrosynthesis dataset with 1.9M reactions from patents (1976-2016). Predict the reactants needed to synthesize the given product. (1) Given the product [F:20][C:21]1[CH:26]=[C:25]([F:27])[CH:24]=[CH:23][C:22]=1[S:28]([N:13]1[C:14]2[C:19](=[N:18][CH:17]=[CH:16][CH:15]=2)[C:11]([CH2:10][CH2:9][NH:8][C:1](=[O:2])[O:3][C:4]([CH3:6])([CH3:7])[CH3:5])=[CH:12]1)(=[O:30])=[O:29], predict the reactants needed to synthesize it. The reactants are: [C:1]([NH:8][CH2:9][CH2:10][C:11]1[C:19]2[C:14](=[CH:15][CH:16]=[CH:17][N:18]=2)[NH:13][CH:12]=1)([O:3][C:4]([CH3:7])([CH3:6])[CH3:5])=[O:2].[F:20][C:21]1[CH:26]=[C:25]([F:27])[CH:24]=[CH:23][C:22]=1[S:28](Cl)(=[O:30])=[O:29].CC(C)([O-])C.[K+].C([O-])(O)=O.[Na+]. (2) Given the product [C:15]([O:14][C:12](=[O:13])[N:19]([CH2:21][C:22]([N:51]1[CH2:52][CH2:53][N:48]([C:44]2[CH:45]=[CH:46][CH:47]=[C:42]([CH2:41][S:38]([CH:37]=[C:35]3[CH2:34][N:33]([CH:32]([C:29]4[CH:28]=[CH:27][C:26]([Cl:25])=[CH:31][CH:30]=4)[C:54]4[CH:59]=[CH:58][C:57]([Cl:60])=[CH:56][CH:55]=4)[CH2:36]3)(=[O:39])=[O:40])[CH:43]=2)[CH2:49][CH2:50]1)=[O:24])[CH3:20])([CH3:16])([CH3:17])[CH3:18], predict the reactants needed to synthesize it. The reactants are: CCN=C=NCCCN(C)C.[C:12]([N:19]([CH2:21][C:22]([OH:24])=O)[CH3:20])([O:14][C:15]([CH3:18])([CH3:17])[CH3:16])=[O:13].[Cl:25][C:26]1[CH:31]=[CH:30][C:29]([CH:32]([C:54]2[CH:59]=[CH:58][C:57]([Cl:60])=[CH:56][CH:55]=2)[N:33]2[CH2:36][C:35](=[CH:37][S:38]([CH2:41][C:42]3[CH:43]=[C:44]([N:48]4[CH2:53][CH2:52][NH:51][CH2:50][CH2:49]4)[CH:45]=[CH:46][CH:47]=3)(=[O:40])=[O:39])[CH2:34]2)=[CH:28][CH:27]=1. (3) Given the product [C:1]([C:3]1[CH:4]=[C:5]([N:10]([CH2:15][C:16]2[CH:21]=[CH:20][C:19]([C:26]3[CH:25]=[N:24][O:23][CH:27]=3)=[CH:18][CH:17]=2)[C:11](=[O:14])[CH2:12][CH3:13])[CH:6]=[C:7]([F:9])[CH:8]=1)#[N:2], predict the reactants needed to synthesize it. The reactants are: [C:1]([C:3]1[CH:4]=[C:5]([N:10]([CH2:15][C:16]2[CH:21]=[CH:20][C:19](I)=[CH:18][CH:17]=2)[C:11](=[O:14])[CH2:12][CH3:13])[CH:6]=[C:7]([F:9])[CH:8]=1)#[N:2].[O:23]1[CH:27]=[C:26](B2OC(C)(C)C(C)(C)O2)[CH:25]=[N:24]1. (4) Given the product [CH2:39]([CH:3]([CH2:1][CH3:2])[CH2:4][C:5]1([OH:38])[CH2:10][CH2:9][N:8]([C:11]([NH:13][C:14]2[CH:15]=[C:16]([O:17][C:18]3[CH:26]=[CH:25][C:21]([C:22](=[O:23])[NH:48][O:47][CH:42]4[CH2:43][CH2:44][CH2:45][CH2:46][O:41]4)=[CH:20][CH:19]=3)[CH:27]=[C:28]([O:30][C:31]3[CH:32]=[CH:33][C:34]([F:37])=[CH:35][CH:36]=3)[CH:29]=2)=[O:12])[CH2:7][CH2:6]1)[CH3:40], predict the reactants needed to synthesize it. The reactants are: [CH2:1]([CH:3]([CH2:39][CH3:40])[CH2:4][C:5]1([OH:38])[CH2:10][CH2:9][N:8]([C:11]([NH:13][C:14]2[CH:15]=[C:16]([CH:27]=[C:28]([O:30][C:31]3[CH:36]=[CH:35][C:34]([F:37])=[CH:33][CH:32]=3)[CH:29]=2)[O:17][C:18]2[CH:26]=[CH:25][C:21]([C:22](O)=[O:23])=[CH:20][CH:19]=2)=[O:12])[CH2:7][CH2:6]1)[CH3:2].[O:41]1[CH2:46][CH2:45][CH2:44][CH2:43][CH:42]1[O:47][NH2:48].Cl.C(N=C=NCCCN(C)C)C.O.ON1C2C=CC=CC=2N=N1. (5) Given the product [NH3:6].[NH2:55][C:50]1[CH:49]=[C:48]([C:44]([CH3:47])([CH3:45])[CH3:46])[CH:53]=[CH:52][C:51]=1[NH:54][C:32](=[O:33])[CH2:31][CH2:30][CH2:29][CH2:28][N:27]([CH2:26][C@@H:18]1[C@@H:19]2[C@@H:20]([O:21][C:22]([CH3:24])([CH3:25])[O:23]2)[C@H:16]([N:13]2[C:9]3[N:10]=[CH:11][N:12]=[C:7]([NH:6][CH2:5][C:4]4[CH:38]=[CH:39][C:40]([O:42][CH3:43])=[CH:41][C:3]=4[O:2][CH3:1])[C:8]=3[CH:15]=[CH:14]2)[O:17]1)[CH:35]([CH3:36])[CH3:37], predict the reactants needed to synthesize it. The reactants are: [CH3:1][O:2][C:3]1[CH:41]=[C:40]([O:42][CH3:43])[CH:39]=[CH:38][C:4]=1[CH2:5][NH:6][C:7]1[C:8]2[CH:15]=[CH:14][N:13]([C@H:16]3[C@@H:20]4[O:21][C:22]([CH3:25])([CH3:24])[O:23][C@@H:19]4[C@@H:18]([CH2:26][N:27]([CH:35]([CH3:37])[CH3:36])[CH2:28][CH2:29][CH2:30][CH2:31][C:32](O)=[O:33])[O:17]3)[C:9]=2[N:10]=[CH:11][N:12]=1.[C:44]([C:48]1[CH:49]=[C:50]([NH2:55])[C:51]([NH2:54])=[CH:52][CH:53]=1)([CH3:47])([CH3:46])[CH3:45].C(N(CC)C(C)C)(C)C.C1CN([P+](ON2N=NC3C=CC=CC2=3)(N2CCCC2)N2CCCC2)CC1.F[P-](F)(F)(F)(F)F. (6) Given the product [NH2:23][C:3]1[C:4]2[N:14]=[C:13]3[CH2:15][O:16][CH2:17][C@H:18]([C:19]([OH:22])([CH3:21])[CH3:20])[N:12]3[C:5]=2[C:6]2[C:11](=[CH:10][CH:9]=[CH:8][CH:7]=2)[N:2]=1, predict the reactants needed to synthesize it. The reactants are: [O-][N+:2]1[C:11]2[C:6](=[CH:7][CH:8]=[CH:9][CH:10]=2)[C:5]2[N:12]3[C@@H:18]([C:19]([OH:22])([CH3:21])[CH3:20])[CH2:17][O:16][CH2:15][C:13]3=[N:14][C:4]=2[CH:3]=1.[NH4+:23].[OH-].C1(C)C=CC(S(Cl)(=O)=O)=CC=1.O. (7) Given the product [CH2:1]([O:3][C:4](=[O:24])[CH2:5][C:6]1[CH:11]=[CH:10][C:9]([O:12][CH3:13])=[C:8]([O:14][C:15]2[CH:20]=[CH:19][C:18]([Br:21])=[CH:17][C:16]=2[CH2:22][S:29][C:26]([CH3:28])([CH3:27])[CH3:25])[CH:7]=1)[CH3:2], predict the reactants needed to synthesize it. The reactants are: [CH2:1]([O:3][C:4](=[O:24])[CH2:5][C:6]1[CH:11]=[CH:10][C:9]([O:12][CH3:13])=[C:8]([O:14][C:15]2[CH:20]=[CH:19][C:18]([Br:21])=[CH:17][C:16]=2[CH2:22]Br)[CH:7]=1)[CH3:2].[CH3:25][C:26]([SH:29])([CH3:28])[CH3:27].